Task: Predict the product of the given reaction.. Dataset: Forward reaction prediction with 1.9M reactions from USPTO patents (1976-2016) (1) The product is: [CH3:13][O:12][C:7]1[CH:6]=[C:5]2[C:10]([CH:11]=[C:2]([C:17]3[CH:25]=[CH:24][C:20]([C:21]([OH:23])=[O:22])=[CH:19][CH:18]=3)[N:3]=[CH:4]2)=[CH:9][CH:8]=1. Given the reactants Cl[C:2]1[N:3]=[CH:4][C:5]2[C:10]([CH:11]=1)=[CH:9][CH:8]=[C:7]([O:12][CH3:13])[CH:6]=2.B([C:17]1[CH:25]=[CH:24][C:20]([C:21]([OH:23])=[O:22])=[CH:19][CH:18]=1)(O)O, predict the reaction product. (2) The product is: [CH3:12][N:13]([CH3:27])[C:14]1([C:21]2[CH:26]=[CH:25][CH:24]=[CH:23][CH:22]=2)[CH2:19][CH2:18][CH:17]([NH:11][CH2:10][C:3]2[C:4]3[C:9](=[CH:8][CH:7]=[CH:6][CH:5]=3)[N:1]([CH3:28])[CH:2]=2)[CH2:16][CH2:15]1. Given the reactants [NH:1]1[C:9]2[C:4](=[CH:5][CH:6]=[CH:7][CH:8]=2)[C:3]([CH2:10][NH2:11])=[CH:2]1.[CH3:12][N:13]([CH3:27])[C:14]1([C:21]2[CH:26]=[CH:25][CH:24]=[CH:23][CH:22]=2)[CH2:19][CH2:18][C:17](=O)[CH2:16][CH2:15]1.[C:28](O)(=O)C.S([O-])([O-])(=O)=O.[Na+].[Na+].C(O[BH-](OC(=O)C)OC(=O)C)(=O)C.[Na+], predict the reaction product. (3) Given the reactants [CH:1]1([OH:9])[CH2:8][CH2:7][CH2:6][CH2:5][CH2:4][CH2:3][CH2:2]1.[ClH:10].[NH2:11][C@H:12]([C:14](OCC(CCC)CCC)=[O:15])[CH3:13], predict the reaction product. The product is: [ClH:10].[NH2:11][C@H:12]([C:14]([O:9][CH:1]1[CH2:8][CH2:7][CH2:6][CH2:5][CH2:4][CH2:3][CH2:2]1)=[O:15])[CH3:13]. (4) The product is: [CH:2]([C:4]1[CH:9]=[N:8][C:7]([C:10]([NH:12][C@H:13]2[CH2:17][CH2:16][N:15]([C:18]3[C:19]4[N:20]([CH:24]=[CH:25][CH:26]=4)[CH:21]=[CH:22][N:23]=3)[CH2:14]2)=[O:11])=[N:6][CH:5]=1)([CH3:3])[CH3:1]. Given the reactants [CH2:1]=[C:2]([C:4]1[CH:5]=[N:6][C:7]([C:10]([NH:12][C@H:13]2[CH2:17][CH2:16][N:15]([C:18]3[C:19]4[N:20]([CH:24]=[CH:25][CH:26]=4)[CH:21]=[CH:22][N:23]=3)[CH2:14]2)=[O:11])=[N:8][CH:9]=1)[CH3:3], predict the reaction product. (5) Given the reactants C[O:2][C:3](=O)[C:4]1[C:9]([N+:10]([O-:12])=[O:11])=[CH:8][CH:7]=[C:6]([O:13][CH3:14])[C:5]=1[CH2:15]Br.[CH3:18][NH2:19], predict the reaction product. The product is: [CH3:14][O:13][C:6]1[CH:7]=[CH:8][C:9]([N+:10]([O-:12])=[O:11])=[C:4]2[C:5]=1[CH2:15][N:19]([CH3:18])[C:3]2=[O:2].